This data is from Full USPTO retrosynthesis dataset with 1.9M reactions from patents (1976-2016). The task is: Predict the reactants needed to synthesize the given product. Given the product [CH3:6][N:4]([CH3:5])/[CH:3]=[CH:19]/[C:18]([C:10]1[S:9][C:17]2[CH:16]=[CH:15][N:14]=[CH:13][C:12]=2[CH:11]=1)=[O:20], predict the reactants needed to synthesize it. The reactants are: CO[CH:3](OC)[N:4]([CH3:6])[CH3:5].[S:9]1[C:17]2[CH:16]=[CH:15][N:14]=[CH:13][C:12]=2[CH:11]=[C:10]1[C:18](=[O:20])[CH3:19].